This data is from Catalyst prediction with 721,799 reactions and 888 catalyst types from USPTO. The task is: Predict which catalyst facilitates the given reaction. (1) Reactant: [F:1][C:2]1[CH:7]=[CH:6][C:5]([CH2:8][CH2:9][N:10]2[CH2:15][CH2:14][C@@H:13]([CH3:16])[C@H:12]([CH2:17][NH2:18])[CH2:11]2)=[CH:4][CH:3]=1.C1([O:25][C:26](=O)[NH:27][C:28]2[CH:33]=[C:32]([C:34]3[N:38]([CH3:39])[N:37]=[N:36][N:35]=3)[CH:31]=[C:30]([CH2:40][CH3:41])[CH:29]=2)C=CC=CC=1.C(N(CC)CC)C. Product: [CH2:40]([C:30]1[CH:29]=[C:28]([NH:27][C:26]([NH:18][CH2:17][C@H:12]2[C@H:13]([CH3:16])[CH2:14][CH2:15][N:10]([CH2:9][CH2:8][C:5]3[CH:6]=[CH:7][C:2]([F:1])=[CH:3][CH:4]=3)[CH2:11]2)=[O:25])[CH:33]=[C:32]([C:34]2[N:38]([CH3:39])[N:37]=[N:36][N:35]=2)[CH:31]=1)[CH3:41]. The catalyst class is: 9. (2) Product: [CH2:16]([O:15][C:6]1[CH:7]=[CH:8][C:9]2[C:14](=[CH:13][CH:12]=[CH:11][CH:10]=2)[C:5]=1[C:3](=[O:4])[CH2:2][O:21][C:18](=[O:20])[CH3:19])[CH3:17]. Reactant: Br[CH2:2][C:3]([C:5]1[C:14]2[C:9](=[CH:10][CH:11]=[CH:12][CH:13]=2)[CH:8]=[CH:7][C:6]=1[O:15][CH2:16][CH3:17])=[O:4].[C:18]([O-:21])(=[O:20])[CH3:19].[Na+]. The catalyst class is: 9.